This data is from TCR-epitope binding with 47,182 pairs between 192 epitopes and 23,139 TCRs. The task is: Binary Classification. Given a T-cell receptor sequence (or CDR3 region) and an epitope sequence, predict whether binding occurs between them. (1) The epitope is CTELKLSDY. The TCR CDR3 sequence is CASSVASGTDTQYF. Result: 0 (the TCR does not bind to the epitope). (2) The epitope is KLNVGDYFV. The TCR CDR3 sequence is CASSLSSHGYTF. Result: 0 (the TCR does not bind to the epitope). (3) The epitope is DPFRLLQNSQVFS. The TCR CDR3 sequence is CASRVADTQYF. Result: 1 (the TCR binds to the epitope). (4) The epitope is KLSYGIATV. The TCR CDR3 sequence is CASSQEGLVANTGELFF. Result: 1 (the TCR binds to the epitope). (5) The epitope is FLLNKEMYL. The TCR CDR3 sequence is CASSLGTSGGDTQYF. Result: 1 (the TCR binds to the epitope). (6) The epitope is NLVPMVATV. The TCR CDR3 sequence is CASGLDGTDYGYTF. Result: 0 (the TCR does not bind to the epitope).